From a dataset of Choline transporter screen with 302,306 compounds. Binary Classification. Given a drug SMILES string, predict its activity (active/inactive) in a high-throughput screening assay against a specified biological target. (1) The drug is Clc1ccc(OCC(=O)NCc2oc(SCC(=O)NCc3cc4OCOc4cc3)nn2)cc1. The result is 0 (inactive). (2) The molecule is S1\C(C(=O)N(c2c(n(n(c2=O)c2ccccc2)C)C)C1=S)=C\c1c2c(ccc1)cccc2. The result is 0 (inactive). (3) The compound is Clc1ccc(COc2ccc(CNC(C(O)c3ccccc3)C)cc2)cc1. The result is 0 (inactive). (4) The molecule is Clc1ccc(Cc2[nH]c3c(c(=O)n2)cccc3)cc1. The result is 0 (inactive). (5) The drug is FC(F)(F)C1CN(CCC1)CC(O)COCc1ccc(OC)cc1. The result is 0 (inactive).